This data is from Full USPTO retrosynthesis dataset with 1.9M reactions from patents (1976-2016). The task is: Predict the reactants needed to synthesize the given product. (1) Given the product [Cl:10][C:11]1[CH:18]=[CH:17][CH:16]=[CH:15][C:12]=1[CH:13]1[N:9]([CH2:8][CH2:7][CH2:6][N:1]2[CH:5]=[CH:4][N:3]=[CH:2]2)[C:21](=[O:19])[NH:22][C:31]1=[N:30][CH2:32][CH2:33][C:34]1[S:35][CH:36]=[CH:37][CH:38]=1, predict the reactants needed to synthesize it. The reactants are: [N:1]1([CH2:6][CH2:7][CH2:8][NH2:9])[CH:5]=[CH:4][N:3]=[CH:2]1.[Cl:10][C:11]1[CH:18]=[CH:17][CH:16]=[CH:15][C:12]=1[CH:13]=O.[O:19]([C:21]#[N:22])[K].Cl.N1C=CC=CC=1.[N+:30]([CH2:32][CH2:33][C:34]1[S:35][CH:36]=[CH:37][CH:38]=1)#[C-:31]. (2) Given the product [CH2:25]([S:27]([C:30]1[CH:31]=[C:32]2[C:36](=[CH:37][CH:38]=1)[NH:35][C:34](=[O:39])/[C:33]/2=[CH:1]\[C:3]1[NH:4][C:5]2[CH2:6][CH2:7][CH2:8][CH2:9][C:10]=2[C:11]=1[CH2:12][CH2:13][CH2:14][N:15]1[CH2:16][CH2:17][N:18]([CH2:21][C:22]([OH:24])=[O:23])[CH2:19][CH2:20]1)(=[O:28])=[O:29])[CH3:26], predict the reactants needed to synthesize it. The reactants are: [CH:1]([C:3]1[NH:4][C:5]2[CH2:6][CH2:7][CH2:8][CH2:9][C:10]=2[C:11]=1[CH2:12][CH2:13][CH2:14][N:15]1[CH2:20][CH2:19][N:18]([CH2:21][C:22]([OH:24])=[O:23])[CH2:17][CH2:16]1)=O.[CH2:25]([S:27]([C:30]1[CH:31]=[C:32]2[C:36](=[CH:37][CH:38]=1)[NH:35][C:34](=[O:39])[CH2:33]2)(=[O:29])=[O:28])[CH3:26]. (3) Given the product [CH2:35]([O:34][C:32](=[O:33])[C:31]([CH3:38])([CH3:37])[CH2:30][NH:29][C:3]([C:5]1[N:6]=[C:7]([C:27]#[N:28])[C:8]2[C:13]([C:14]=1[OH:15])=[CH:12][CH:11]=[C:10]([O:16][C:17]1[CH:26]=[CH:25][C:24]3[C:19](=[CH:20][CH:21]=[CH:22][CH:23]=3)[CH:18]=1)[CH:9]=2)=[O:2])[CH3:36], predict the reactants needed to synthesize it. The reactants are: C[O:2][C:3]([C:5]1[N:6]=[C:7]([C:27]#[N:28])[C:8]2[C:13]([C:14]=1[OH:15])=[CH:12][CH:11]=[C:10]([O:16][C:17]1[CH:26]=[CH:25][C:24]3[C:19](=[CH:20][CH:21]=[CH:22][CH:23]=3)[CH:18]=1)[CH:9]=2)=O.[NH2:29][CH2:30][C:31]([CH3:38])([CH3:37])[C:32]([O:34][CH2:35][CH3:36])=[O:33]. (4) Given the product [C:15]1([O:21][C:22](=[O:23])[NH:8][C:5]2[CH:4]=[CH:3][C:2]([CH3:1])=[CH:7][N:6]=2)[CH:20]=[CH:19][CH:18]=[CH:17][CH:16]=1, predict the reactants needed to synthesize it. The reactants are: [CH3:1][C:2]1[CH:3]=[CH:4][C:5]([NH2:8])=[N:6][CH:7]=1.N1C=CC=CC=1.[C:15]1([O:21][C:22](Cl)=[O:23])[CH:20]=[CH:19][CH:18]=[CH:17][CH:16]=1. (5) The reactants are: C[N:2]([CH:4]=[C:5]1[CH2:11][CH2:10][CH2:9][C:8]2[CH:12]=[C:13]([N:17]3[CH2:21][C@H:20]([CH2:22][NH:23][C:24](=[O:26])[CH3:25])[O:19][C:18]3=[O:27])[C:14]([F:16])=[CH:15][C:7]=2[C:6]1=O)C.O.[NH2:30]N. Given the product [F:16][C:14]1[C:13]([N:17]2[CH2:21][C@H:20]([CH2:22][NH:23][C:24](=[O:26])[CH3:25])[O:19][C:18]2=[O:27])=[CH:12][C:8]2[CH2:9][CH2:10][CH2:11][C:5]3[CH:4]=[N:2][NH:30][C:6]=3[C:7]=2[CH:15]=1, predict the reactants needed to synthesize it. (6) Given the product [F:10][C:11]1([F:27])[CH2:16][CH2:15][CH:14]([CH2:17][O:18][C:19]2[CH:20]=[C:21]([CH:22]([OH:23])[CH2:8][C:7]#[N:9])[CH:24]=[CH:25][CH:26]=2)[CH2:13][CH2:12]1, predict the reactants needed to synthesize it. The reactants are: CC(C)([O-])C.[K+].[C:7](#[N:9])[CH3:8].[F:10][C:11]1([F:27])[CH2:16][CH2:15][CH:14]([CH2:17][O:18][C:19]2[CH:20]=[C:21]([CH:24]=[CH:25][CH:26]=2)[CH:22]=[O:23])[CH2:13][CH2:12]1.[NH4+].[Cl-]. (7) Given the product [F:1][C:2]1[CH:3]=[CH:4][C:5]([CH:19]([OH:20])[C:22]([F:24])([F:23])[F:21])=[C:6]([NH:8][C:9](=[O:18])[CH2:10][CH2:11][C:12]2[CH:13]=[CH:14][CH:15]=[CH:16][CH:17]=2)[CH:7]=1, predict the reactants needed to synthesize it. The reactants are: [F:1][C:2]1[CH:3]=[CH:4][C:5]([CH:19]=[O:20])=[C:6]([NH:8][C:9](=[O:18])[CH2:10][CH2:11][C:12]2[CH:17]=[CH:16][CH:15]=[CH:14][CH:13]=2)[CH:7]=1.[F:21][C:22]([SiH3])([F:24])[F:23].[F-].C([N+](CCCC)(CCCC)CCCC)CCC.Cl.